From a dataset of Reaction yield outcomes from USPTO patents with 853,638 reactions. Predict the reaction yield, written as a fraction of the theoretical maximum amount of product (1.0 means a 100% yield; for example, 0.34 means a 34% yield). (1) The reactants are CC([O-])(C)C.[K+].[CH2:7]([O:9][C:10](=[O:21])[CH:11]([NH:17][C:18](=[O:20])[CH3:19])[C:12]([O:14][CH2:15][CH3:16])=[O:13])[CH3:8].[CH:22]1([C:25](Cl)=[O:26])[CH2:24][CH2:23]1. The catalyst is C1COCC1. The product is [CH2:15]([O:14][C:12](=[O:13])[C:11]([NH:17][C:18](=[O:20])[CH3:19])([C:25]([CH:22]1[CH2:24][CH2:23]1)=[O:26])[C:10]([O:9][CH2:7][CH3:8])=[O:21])[CH3:16]. The yield is 0.600. (2) The reactants are [CH3:1][C:2]1[N:7]=[CH:6][C:5]([CH2:8][CH2:9][N:10]([C:12]2[CH:21]=[CH:20][C:15]([C:16]([O:18]C)=[O:17])=[CH:14][CH:13]=2)N)=[CH:4][CH:3]=1.[CH3:22][N:23]1[CH2:28][CH2:27][C:26](=O)[CH2:25][CH2:24]1. The catalyst is Cl. The product is [CH3:22][N:23]1[CH2:28][CH2:27][C:26]2[N:10]([CH2:9][CH2:8][C:5]3[CH:6]=[N:7][C:2]([CH3:1])=[CH:3][CH:4]=3)[C:12]3[CH:21]=[CH:20][C:15]([C:16]([OH:18])=[O:17])=[CH:14][C:13]=3[C:25]=2[CH2:24]1. The yield is 0.0400. (3) The reactants are C[O-].[Na+].[C:4]([CH2:6][C:7]([O:9][CH3:10])=[O:8])#[N:5].F[C:12]1[CH:17]=[C:16]([F:18])[CH:15]=[CH:14][C:13]=1[N+:19]([O-:21])=[O:20].Cl. The catalyst is C(OCC)(=O)C.CO.C1CCCCC1.CS(C)=O. The product is [F:18][C:16]1[CH:15]=[CH:14][C:13]([N+:19]([O-:21])=[O:20])=[C:12]([CH:6]([C:4]#[N:5])[C:7]([O:9][CH3:10])=[O:8])[CH:17]=1. The yield is 0.710.